From a dataset of Catalyst prediction with 721,799 reactions and 888 catalyst types from USPTO. Predict which catalyst facilitates the given reaction. (1) Reactant: C(OC(=O)[NH:7][C:8]1[CH:13]=[C:12]([O:14][CH2:15][C:16]([F:19])([F:18])[F:17])[C:11]([C:20]([F:23])([F:22])[F:21])=[CH:10][C:9]=1[NH:24][C:25](=[O:49])[CH2:26][C:27](=O)[C:28]1[CH:33]=[CH:32][CH:31]=[C:30]([C:34]2[CH:39]=[CH:38][N:37]=[C:36]([CH2:40][O:41]C3CCCCO3)[CH:35]=2)[CH:29]=1)(C)(C)C.C(O)(C(F)(F)F)=O. Product: [OH:41][CH2:40][C:36]1[CH:35]=[C:34]([C:30]2[CH:29]=[C:28]([C:27]3[CH2:26][C:25](=[O:49])[NH:24][C:9]4[CH:10]=[C:11]([C:20]([F:22])([F:23])[F:21])[C:12]([O:14][CH2:15][C:16]([F:19])([F:18])[F:17])=[CH:13][C:8]=4[N:7]=3)[CH:33]=[CH:32][CH:31]=2)[CH:39]=[CH:38][N:37]=1. The catalyst class is: 2. (2) Reactant: [C:1]1([S:7]([C:10]2[CH:11]=[CH:12][C:13]([C:38]([F:41])([F:40])[F:39])=[C:14]([S:16]([NH:19][CH:20]3[CH2:25][CH2:24][N:23]([C:26](=O)[C:27]4[CH:32]=[CH:31][C:30]([C:33]([F:36])([F:35])[F:34])=[CH:29][CH:28]=4)[CH2:22][CH2:21]3)(=[O:18])=[O:17])[CH:15]=2)(=[O:9])=[O:8])[CH:6]=[CH:5][CH:4]=[CH:3][CH:2]=1.COC1C=CC(P2(SP(C3C=CC(OC)=CC=3)(=S)S2)=[S:51])=CC=1. Product: [C:1]1([S:7]([C:10]2[CH:11]=[CH:12][C:13]([C:38]([F:41])([F:40])[F:39])=[C:14]([S:16]([NH:19][CH:20]3[CH2:25][CH2:24][N:23]([C:26]([C:27]4[CH:32]=[CH:31][C:30]([C:33]([F:36])([F:35])[F:34])=[CH:29][CH:28]=4)=[S:51])[CH2:22][CH2:21]3)(=[O:18])=[O:17])[CH:15]=2)(=[O:9])=[O:8])[CH:6]=[CH:5][CH:4]=[CH:3][CH:2]=1. The catalyst class is: 11. (3) Reactant: [F:1][C:2]1[CH:7]=[CH:6][CH:5]=[C:4]([F:8])[C:3]=1[NH:9][C:10]1[CH:15]=[CH:14][C:13]([F:16])=[CH:12][C:11]=1[N+:17]([O-])=O.CCO[C:23]([CH3:25])=O.[CH3:26][OH:27]. Product: [F:1][C:2]1[CH:7]=[CH:6][CH:5]=[C:4]([F:8])[C:3]=1[N:9]1[C:10]2[C:11](=[CH:12][C:13]([F:16])=[CH:14][CH:15]=2)[N:17]=[C:3]([N:9]2[CH2:25][CH2:23][NH:17][CH2:11][CH2:10]2)[C:26]1=[O:27]. The catalyst class is: 45.